This data is from Full USPTO retrosynthesis dataset with 1.9M reactions from patents (1976-2016). The task is: Predict the reactants needed to synthesize the given product. Given the product [F:39][CH:11]([F:10])[C:12]1[N:16]([C:17]2[N:22]=[C:21]([N:23]3[CH2:28][CH2:27][N:26]([C:47]([N:44]4[CH2:45][CH2:46][N:41]([CH3:40])[CH2:42][CH2:43]4)=[O:48])[CH2:25][CH2:24]3)[CH:20]=[C:19]([N:29]3[CH2:30][CH2:31][O:32][CH2:33][CH2:34]3)[N:18]=2)[C:15]2[CH:35]=[CH:36][CH:37]=[CH:38][C:14]=2[N:13]=1, predict the reactants needed to synthesize it. The reactants are: C(N(C(C)C)CC)(C)C.[F:10][CH:11]([F:39])[C:12]1[N:16]([C:17]2[N:22]=[C:21]([N:23]3[CH2:28][CH2:27][NH:26][CH2:25][CH2:24]3)[CH:20]=[C:19]([N:29]3[CH2:34][CH2:33][O:32][CH2:31][CH2:30]3)[N:18]=2)[C:15]2[CH:35]=[CH:36][CH:37]=[CH:38][C:14]=2[N:13]=1.[CH3:40][N:41]1[CH2:46][CH2:45][N:44]([C:47](Cl)=[O:48])[CH2:43][CH2:42]1.